Dataset: Reaction yield outcomes from USPTO patents with 853,638 reactions. Task: Predict the reaction yield, written as a fraction of the theoretical maximum amount of product (1.0 means a 100% yield; for example, 0.34 means a 34% yield). The reactants are [OH:1][C@@:2]([C:29]1[O:30][C:31]([CH3:34])=[CH:32][N:33]=1)([CH3:28])[C:3]#[C:4][C:5]1[CH:6]=[C:7]([C:11]2[N:20]=[C:19]([C:21]([O:23]CC)=O)[C:18]3[C:13](=[CH:14][C:15]([O:26][CH3:27])=[CH:16][CH:17]=3)[N:12]=2)[CH:8]=[CH:9][CH:10]=1.[NH3:35]. No catalyst specified. The product is [OH:1][C@@:2]([C:29]1[O:30][C:31]([CH3:34])=[CH:32][N:33]=1)([CH3:28])[C:3]#[C:4][C:5]1[CH:6]=[C:7]([C:11]2[N:20]=[C:19]([C:21]([NH2:35])=[O:23])[C:18]3[C:13](=[CH:14][C:15]([O:26][CH3:27])=[CH:16][CH:17]=3)[N:12]=2)[CH:8]=[CH:9][CH:10]=1. The yield is 0.400.